Dataset: Drug-target binding data from BindingDB using Ki measurements. Task: Regression. Given a target protein amino acid sequence and a drug SMILES string, predict the binding affinity score between them. We predict pKi (pKi = -log10(Ki in M); higher means stronger inhibition). Dataset: bindingdb_ki. The compound is Cc1cncc(C=O)c1. The target protein sequence is MTKALISIDYTEDFVADSGKLTAGAPAQAISDAISKVTRLAFERGDYIFFTIDAHEENDCFHPESKLFPPHNLIGTSGRNLYGDLGIFYQEHGSDSRVFWMDKRHYSAFSGTDLDIRLRERRVSTVILTGVLTDICVLHTAIDAYNLGYDIEIVKPAVASIWPENHQFALGHFKNTLGAKLVDENLNELSE. The pKi is 7.2.